This data is from Full USPTO retrosynthesis dataset with 1.9M reactions from patents (1976-2016). The task is: Predict the reactants needed to synthesize the given product. (1) Given the product [CH2:1]([O:8][C:9]1[C:14](=[O:15])[N:13]2[CH2:16][C:17](=[O:20])[N:18]([CH3:19])[C:12]2=[N:11][C:10]=1[C:21]([OH:23])=[O:22])[C:2]1[CH:3]=[CH:4][CH:5]=[CH:6][CH:7]=1, predict the reactants needed to synthesize it. The reactants are: [CH2:1]([O:8][C:9]1[C:14](=[O:15])[N:13]2[CH2:16][C:17](=[O:20])[N:18]([CH3:19])[C:12]2=[N:11][C:10]=1[C:21]([O:23]CC)=[O:22])[C:2]1[CH:7]=[CH:6][CH:5]=[CH:4][CH:3]=1.[OH-].[Na+].Cl.C(OCC)(=O)C. (2) Given the product [F:7][C:8]1[CH:9]=[C:10]([N+:15]([O-:17])=[O:16])[CH:11]=[CH:12][C:13]=1[N:4]1[CH:5]=[N:6][C:2]([CH3:1])=[N:3]1, predict the reactants needed to synthesize it. The reactants are: [CH3:1][C:2]1[N:6]=[CH:5][NH:4][N:3]=1.[F:7][C:8]1[CH:9]=[C:10]([N+:15]([O-:17])=[O:16])[CH:11]=[CH:12][C:13]=1F.FC1C=C([N+]([O-])=O)C=CC=1N1C=C(C)N=N1. (3) The reactants are: C(N(CC)CC)C.[CH3:8][O:9][C:10](=[O:18])[C@@H:11]([NH2:17])[CH2:12][O:13][CH2:14][CH2:15]Cl. Given the product [CH3:8][O:9][C:10]([C@@H:11]1[CH2:12][O:13][CH2:14][CH2:15][NH:17]1)=[O:18], predict the reactants needed to synthesize it. (4) Given the product [C:1]([O:5][C:6]([N:8]1[CH2:13][CH2:12][CH:11]([N:14]2[C:18]3=[N:19][CH:20]=[N:21][C:22]([NH:27][C:26]4[CH:28]=[CH:29][C:30]([S:32]([CH3:35])(=[O:34])=[O:33])=[CH:31][C:25]=4[F:24])=[C:17]3[CH:16]=[N:15]2)[CH2:10][CH2:9]1)=[O:7])([CH3:4])([CH3:3])[CH3:2], predict the reactants needed to synthesize it. The reactants are: [C:1]([O:5][C:6]([N:8]1[CH2:13][CH2:12][CH:11]([N:14]2[C:18]3=[N:19][CH:20]=[N:21][C:22](Cl)=[C:17]3[CH:16]=[N:15]2)[CH2:10][CH2:9]1)=[O:7])([CH3:4])([CH3:3])[CH3:2].[F:24][C:25]1[CH:31]=[C:30]([S:32]([CH3:35])(=[O:34])=[O:33])[CH:29]=[CH:28][C:26]=1[NH2:27]. (5) Given the product [CH2:1]([N:8]1[C:16]2[C:11](=[CH:12][C:13]([C:37]3[CH:38]=[CH:39][C:34]([O:33][CH3:32])=[CH:35][CH:36]=3)=[CH:14][CH:15]=2)[C:10]([CH2:18][C:19]2[CH:24]=[CH:23][CH:22]=[CH:21][CH:20]=2)=[C:9]1[CH3:25])[C:2]1[CH:7]=[CH:6][CH:5]=[CH:4][CH:3]=1, predict the reactants needed to synthesize it. The reactants are: [CH2:1]([N:8]1[C:16]2[C:11](=[CH:12][C:13](Br)=[CH:14][CH:15]=2)[C:10]([CH2:18][C:19]2[CH:24]=[CH:23][CH:22]=[CH:21][CH:20]=2)=[C:9]1[CH3:25])[C:2]1[CH:7]=[CH:6][CH:5]=[CH:4][CH:3]=1.C([O-])([O-])=O.[K+].[K+].[CH3:32][O:33][C:34]1[CH:39]=[CH:38][C:37](B(O)O)=[CH:36][CH:35]=1.ClCCl. (6) Given the product [CH:9]1([NH:8][C:6]2[N:5]3[N:12]=[CH:13][C:14]([CH:15]=[C:16]4[NH:20][C:19](=[O:21])[NH:18][C:17]4=[O:22])=[C:4]3[N:3]=[C:2]([N:32]3[CH2:33][CH2:34][N:29]([C:24]4[CH:25]=[CH:26][CH:27]=[CH:28][N:23]=4)[CH2:30][CH2:31]3)[CH:7]=2)[CH2:11][CH2:10]1, predict the reactants needed to synthesize it. The reactants are: Cl[C:2]1[CH:7]=[C:6]([NH:8][CH:9]2[CH2:11][CH2:10]2)[N:5]2[N:12]=[CH:13][C:14]([CH:15]=[C:16]3[NH:20][C:19](=[O:21])[NH:18][C:17]3=[O:22])=[C:4]2[N:3]=1.[N:23]1[CH:28]=[CH:27][CH:26]=[CH:25][C:24]=1[N:29]1[CH2:34][CH2:33][NH:32][CH2:31][CH2:30]1.CCN(CC)CC. (7) Given the product [F:15][C:16]([F:25])([F:26])[C:17]1[CH:18]=[C:19]([CH:22]=[CH:23][CH:24]=1)[CH2:20][N:1]1[C:9]2[C:4](=[CH:5][CH:6]=[CH:7][CH:8]=2)[CH:3]=[C:2]1[C:10]([O:12][CH2:13][CH3:14])=[O:11], predict the reactants needed to synthesize it. The reactants are: [NH:1]1[C:9]2[C:4](=[CH:5][CH:6]=[CH:7][CH:8]=2)[CH:3]=[C:2]1[C:10]([O:12][CH2:13][CH3:14])=[O:11].[F:15][C:16]([F:26])([F:25])[C:17]1[CH:18]=[C:19]([CH:22]=[CH:23][CH:24]=1)[CH2:20]Br.C(=O)([O-])[O-].[K+].[K+].C(OCC)(=O)C.